From a dataset of Full USPTO retrosynthesis dataset with 1.9M reactions from patents (1976-2016). Predict the reactants needed to synthesize the given product. (1) Given the product [N:10]1[CH:15]=[CH:14][C:13]([CH2:16][CH2:17][SH:18])=[CH:12][CH:11]=1, predict the reactants needed to synthesize it. The reactants are: C(OCC=C)C1OC1.Cl.[N:10]1[CH:15]=[CH:14][C:13]([CH2:16][CH2:17][SH:18])=[CH:12][CH:11]=1. (2) The reactants are: I[C:2]1[CH:7]=[CH:6][N:5]=[C:4]2[N:8]([CH:11]([CH2:17][CH:18]3[CH2:23][CH2:22][O:21][CH2:20][CH2:19]3)[C:12]([O:14]CC)=O)[N:9]=[CH:10][C:3]=12.C1(S([O-])=O)CC1.[Na+].CNCC[NH:35][CH3:36].[C:37](=[O:40])([O-])[O-].[K+].[K+].C(O)(=O)C[C:45](CC(O)=O)(C(O)=O)[OH:46]. Given the product [CH3:45][O:46][N:35]([CH3:36])[C:12](=[O:14])[CH:11]([N:8]1[C:4]2=[N:5][CH:6]=[CH:7][C:2]([O:40][CH3:37])=[C:3]2[CH:10]=[N:9]1)[CH2:17][CH:18]1[CH2:19][CH2:20][O:21][CH2:22][CH2:23]1, predict the reactants needed to synthesize it. (3) Given the product [CH2:1]([O:8][C:9]1[CH:14]=[CH:13][C:12]([N:15]2[CH2:19][C@H:18]([CH2:20][N:28]3[CH:32]=[N:31][CH:30]=[N:29]3)[O:17][C:16]2=[O:26])=[CH:11][C:10]=1[F:27])[C:2]1[CH:7]=[CH:6][CH:5]=[CH:4][CH:3]=1, predict the reactants needed to synthesize it. The reactants are: [CH2:1]([O:8][C:9]1[CH:14]=[CH:13][C:12]([N:15]2[CH2:19][C@H:18]([CH2:20]OS(C)(=O)=O)[O:17][C:16]2=[O:26])=[CH:11][C:10]=1[F:27])[C:2]1[CH:7]=[CH:6][CH:5]=[CH:4][CH:3]=1.[NH:28]1[CH:32]=[N:31][CH:30]=[N:29]1. (4) Given the product [Si:1]([O:8][CH2:9][C:10]1[N:15]=[CH:14][C:13]2[N:16]([C:19]3[S:23][C:22]([C:24]([O:26][CH3:27])=[O:25])=[C:21]([O:28][C@@H:37]([C:32]4[CH:33]=[CH:34][CH:35]=[CH:36][C:31]=4[C:30]([F:29])([F:40])[F:41])[CH3:38])[CH:20]=3)[CH:17]=[N:18][C:12]=2[CH:11]=1)([C:4]([CH3:5])([CH3:6])[CH3:7])([CH3:2])[CH3:3], predict the reactants needed to synthesize it. The reactants are: [Si:1]([O:8][CH2:9][C:10]1[N:15]=[CH:14][C:13]2[N:16]([C:19]3[S:23][C:22]([C:24]([O:26][CH3:27])=[O:25])=[C:21]([OH:28])[CH:20]=3)[CH:17]=[N:18][C:12]=2[CH:11]=1)([C:4]([CH3:7])([CH3:6])[CH3:5])([CH3:3])[CH3:2].[F:29][C:30]([F:41])([F:40])[C:31]1[CH:36]=[CH:35][CH:34]=[CH:33][C:32]=1[C@@H:37](O)[CH3:38].C1(P(C2C=CC=CC=2)C2C=CC=CC=2)C=CC=CC=1.N(C(OC(C)(C)C)=O)=NC(OC(C)(C)C)=O. (5) Given the product [Cl:1][C:2]1[CH:7]=[CH:6][CH:5]=[CH:4][C:3]=1[C:8]1[C:16]2[O:15][CH:14]([CH2:17][NH:36][CH3:35])[CH2:13][C:12]=2[CH:11]=[C:10]([C:29]2[CH:34]=[CH:33][CH:32]=[CH:31][CH:30]=2)[CH:9]=1, predict the reactants needed to synthesize it. The reactants are: [Cl:1][C:2]1[CH:7]=[CH:6][CH:5]=[CH:4][C:3]=1[C:8]1[C:16]2[O:15][CH:14]([CH2:17]OS(C3C=CC(C)=CC=3)(=O)=O)[CH2:13][C:12]=2[CH:11]=[C:10]([C:29]2[CH:34]=[CH:33][CH:32]=[CH:31][CH:30]=2)[CH:9]=1.[CH3:35][NH2:36]. (6) The reactants are: COC(=O)CC1C2C(=CC=CC=2)C(Br)=CC=1.C([N-]C(C)C)(C)C.[Li+].BrCCBr.C[O:30][C:31](=[O:47])[CH:32]([C:36]1[C:45]2[C:40](=[CH:41][CH:42]=[CH:43][CH:44]=2)[C:39]([Br:46])=[CH:38][CH:37]=1)[CH2:33][CH2:34]Br.C(=O)([O-])[O-].[K+].[K+]. Given the product [Br:46][C:39]1[C:40]2[C:45](=[CH:44][CH:43]=[CH:42][CH:41]=2)[C:36]([C:32]2([C:31]([OH:30])=[O:47])[CH2:34][CH2:33]2)=[CH:37][CH:38]=1, predict the reactants needed to synthesize it. (7) Given the product [F:1][C:2]1[CH:3]=[C:4]([C@H:13]([NH:17][C:18](=[O:24])[O:19][C:20]([CH3:22])([CH3:21])[CH3:23])[CH2:14][O:15][CH3:16])[CH:5]=[CH:6][C:7]=1[O:8][C:9]([F:12])([F:11])[F:10], predict the reactants needed to synthesize it. The reactants are: [F:1][C:2]1[CH:3]=[C:4]([CH:13]([NH:17][C:18](=[O:24])[O:19][C:20]([CH3:23])([CH3:22])[CH3:21])[CH2:14][O:15][CH3:16])[CH:5]=[CH:6][C:7]=1[O:8][C:9]([F:12])([F:11])[F:10]. (8) Given the product [Cl:45][C:15]1[C:16](=[O:32])[N:17]([C:21]2[CH:22]=[C:23]([CH:28]=[CH:29][C:30]=2[CH3:31])[C:24]([O:26][CH3:27])=[O:25])[C:18]([CH3:20])=[CH:19][C:14]=1[O:13][CH2:12][C:11]1[CH:33]=[CH:34][C:35]([F:37])=[CH:36][C:10]=1[CH2:9][NH:8][C:6]([NH:5][CH:1]1[CH2:2][CH2:3][CH2:4]1)=[O:7], predict the reactants needed to synthesize it. The reactants are: [CH:1]1([NH:5][C:6]([NH:8][CH2:9][C:10]2[CH:36]=[C:35]([F:37])[CH:34]=[CH:33][C:11]=2[CH2:12][O:13][C:14]2[CH:19]=[C:18]([CH3:20])[N:17]([C:21]3[CH:22]=[C:23]([CH:28]=[CH:29][C:30]=3[CH3:31])[C:24]([O:26][CH3:27])=[O:25])[C:16](=[O:32])[CH:15]=2)=[O:7])[CH2:4][CH2:3][CH2:2]1.C1C(=O)N([Cl:45])C(=O)C1. (9) The reactants are: [I:1][C:2]1[C:10]2[C:5](=[CH:6][CH:7]=[C:8]([C:11]([OH:13])=O)[CH:9]=2)[NH:4][N:3]=1.[S:14]1[CH:18]=[CH:17][CH:16]=[C:15]1[C@H:19]([NH2:21])[CH3:20].CN(C(ON1N=NC2C=CC=CC1=2)=[N+](C)C)C.[B-](F)(F)(F)F.CCN(C(C)C)C(C)C. Given the product [I:1][C:2]1[C:10]2[C:5](=[CH:6][CH:7]=[C:8]([C:11]([NH:21][C@@H:19]([C:15]3[S:14][CH:18]=[CH:17][CH:16]=3)[CH3:20])=[O:13])[CH:9]=2)[NH:4][N:3]=1, predict the reactants needed to synthesize it.